Dataset: Full USPTO retrosynthesis dataset with 1.9M reactions from patents (1976-2016). Task: Predict the reactants needed to synthesize the given product. Given the product [C:23]([C:3]1[C:4]([NH:8][C:9](=[O:14])[C:10]([CH3:11])([CH3:13])[CH3:12])=[N:5][CH:6]=[CH:7][C:2]=1[Cl:1])(=[O:30])[C:24]1[CH:29]=[CH:28][CH:27]=[CH:26][CH:25]=1, predict the reactants needed to synthesize it. The reactants are: [Cl:1][C:2]1[CH:7]=[CH:6][N:5]=[C:4]([NH:8][C:9](=[O:14])[C:10]([CH3:13])([CH3:12])[CH3:11])[CH:3]=1.C([Li])CCC.CON(C)[C:23](=[O:30])[C:24]1[CH:29]=[CH:28][CH:27]=[CH:26][CH:25]=1.